From a dataset of Forward reaction prediction with 1.9M reactions from USPTO patents (1976-2016). Predict the product of the given reaction. (1) Given the reactants [CH3:1][C:2]1([CH2:14][C:15]([OH:17])=O)[C:6](=[O:7])[N:5](CC(F)(F)F)[C:4](=[O:13])[NH:3]1.[C:18]1([C:24]2[CH:37]=[CH:36][C:27]3[N:28]=[C:29]([CH2:31][C:32]([NH:34][NH2:35])=O)[S:30][C:26]=3[CH:25]=2)[CH:23]=[CH:22][CH:21]=[CH:20][CH:19]=1.C(P1(=O)OP(=O)(CCC)OP(=O)(CCC)O1)CC.CCN(C(C)C)C(C)C, predict the reaction product. The product is: [CH3:1][C:2]1([CH2:14][C:15]2[O:17][C:32]([CH2:31][C:29]3[S:30][C:26]4[CH:25]=[C:24]([C:18]5[CH:23]=[CH:22][CH:21]=[CH:20][CH:19]=5)[CH:37]=[CH:36][C:27]=4[N:28]=3)=[N:34][N:35]=2)[NH:3][C:4](=[O:13])[NH:5][C:6]1=[O:7]. (2) The product is: [NH2:1][C:2]1[CH:3]=[CH:4][C:5]([C:8]2([C:14]#[N:15])[CH2:13][CH2:12][CH2:11][CH2:10][CH2:9]2)=[CH:6][C:7]=1[Br:23]. Given the reactants [NH2:1][C:2]1[CH:7]=[CH:6][C:5]([C:8]2([C:14]#[N:15])[CH2:13][CH2:12][CH2:11][CH2:10][CH2:9]2)=[CH:4][CH:3]=1.C1C(=O)N([Br:23])C(=O)C1, predict the reaction product. (3) Given the reactants [C:1]([O:5][C:6]([N:8]([CH3:43])[CH2:9][C@@H:10]([NH:18][C:19]([N:21]1[CH2:26][CH2:25][CH2:24][C@@H:23]([C@H:27]([C:36]2[CH:41]=[CH:40][CH:39]=[C:38]([Cl:42])[CH:37]=2)[O:28][CH2:29][CH2:30][CH2:31][C:32]([O:34]C)=O)[CH2:22]1)=[O:20])[CH2:11][CH:12]1[CH2:17][CH2:16][CH2:15][CH2:14][CH2:13]1)=[O:7])([CH3:4])([CH3:3])[CH3:2].[CH3:44][NH2:45].C(O)C, predict the reaction product. The product is: [Cl:42][C:38]1[CH:37]=[C:36]([C@H:27]([O:28][CH2:29][CH2:30][CH2:31][C:32]([NH:45][CH3:44])=[O:34])[C@@H:23]2[CH2:24][CH2:25][CH2:26][N:21]([C:19]([NH:18][C@@H:10]([CH2:11][CH:12]3[CH2:13][CH2:14][CH2:15][CH2:16][CH2:17]3)[CH2:9][N:8]([CH3:43])[C:6](=[O:7])[O:5][C:1]([CH3:3])([CH3:2])[CH3:4])=[O:20])[CH2:22]2)[CH:41]=[CH:40][CH:39]=1.